Dataset: Reaction yield outcomes from USPTO patents with 853,638 reactions. Task: Predict the reaction yield, written as a fraction of the theoretical maximum amount of product (1.0 means a 100% yield; for example, 0.34 means a 34% yield). (1) The reactants are Br[C:2]1[CH:7]=[CH:6][C:5]([C:8]2[CH:13]=[CH:12][CH:11]=[CH:10][CH:9]=2)=[CH:4][CH:3]=1.[C:14]1([NH:20][C:21]2[CH:26]=[CH:25][CH:24]=[CH:23][C:22]=2[NH2:27])[CH:19]=[CH:18][CH:17]=[CH:16][CH:15]=1.CC(C)([O-])C.[Na+]. The catalyst is CC([O-])=O.CC([O-])=O.[Pd+2].C1(C)C=CC=CC=1. The product is [C:5]1([C:8]2[CH:13]=[CH:12][CH:11]=[CH:10][CH:9]=2)[CH:6]=[CH:7][C:2]([NH:27][C:22]2[C:21]([NH:20][C:14]3[CH:15]=[CH:16][CH:17]=[CH:18][CH:19]=3)=[CH:26][CH:25]=[CH:24][CH:23]=2)=[CH:3][CH:4]=1. The yield is 0.800. (2) The reactants are [CH3:1][O:2][C:3](=[O:30])[C@@H:4]1[CH2:8][CH:7]([O:9][C:10]2[CH:15]=[CH:14][C:13]([C:16]3[CH:21]=[CH:20][C:19](Br)=[CH:18][CH:17]=3)=[CH:12][CH:11]=2)[CH2:6][N:5]1[C:23]([O:25][C:26]([CH3:29])([CH3:28])[CH3:27])=[O:24].[CH:31]1[C:39]2[C:38]3[CH:40]=[CH:41][CH:42]=[CH:43][C:37]=3[O:36][C:35]=2[C:34](B(O)O)=[CH:33][CH:32]=1.C([O-])([O-])=O.[K+].[K+]. The catalyst is C1(C)C=CC=CC=1.C(O)C.C(OCC)(=O)C.C1C=CC([P]([Pd]([P](C2C=CC=CC=2)(C2C=CC=CC=2)C2C=CC=CC=2)([P](C2C=CC=CC=2)(C2C=CC=CC=2)C2C=CC=CC=2)[P](C2C=CC=CC=2)(C2C=CC=CC=2)C2C=CC=CC=2)(C2C=CC=CC=2)C2C=CC=CC=2)=CC=1. The product is [CH3:1][O:2][C:3](=[O:30])[C@@H:4]1[CH2:8][CH:7]([O:9][C:10]2[CH:15]=[CH:14][C:13]([C:16]3[CH:21]=[CH:20][C:19]([C:43]4[C:37]5[O:36][C:35]6[CH:34]=[CH:33][CH:32]=[CH:31][C:39]=6[C:38]=5[CH:40]=[CH:41][CH:42]=4)=[CH:18][CH:17]=3)=[CH:12][CH:11]=2)[CH2:6][N:5]1[C:23]([O:25][C:26]([CH3:29])([CH3:28])[CH3:27])=[O:24]. The yield is 0.750. (3) The reactants are I[C:2]1[CH:11]=[CH:10][C:5]([C:6]([O:8][CH3:9])=[O:7])=[CH:4][CH:3]=1.[CH3:12][N:13]([CH3:17])[CH2:14][CH2:15][NH2:16].C(=O)([O-])[O-].[Cs+].[Cs+].C(C1CCCCC1=O)(=O)C. The catalyst is CN(C)C=O.[Cu]I. The product is [CH3:12][N:13]([CH3:17])[CH2:14][CH2:15][NH:16][C:2]1[CH:11]=[CH:10][C:5]([C:6]([O:8][CH3:9])=[O:7])=[CH:4][CH:3]=1. The yield is 0.990. (4) The catalyst is ClCCl.[O-2].[O-2].[Mn+4]. The yield is 0.920. The product is [CH:1]([C:4]1[CH:9]=[CH:8][C:7]([C:10]#[C:11][C:12](=[O:21])[C:13]#[C:14][C:15]2[CH:20]=[CH:19][CH:18]=[CH:17][CH:16]=2)=[CH:6][CH:5]=1)([CH3:3])[CH3:2]. The reactants are [CH:1]([C:4]1[CH:9]=[CH:8][C:7]([C:10]#[C:11][CH:12]([OH:21])[C:13]#[C:14][C:15]2[CH:20]=[CH:19][CH:18]=[CH:17][CH:16]=2)=[CH:6][CH:5]=1)([CH3:3])[CH3:2]. (5) The reactants are Br[C:2]1[CH:3]=[C:4]2[C:8](=[C:9]([C:11]([NH2:13])=[O:12])[CH:10]=1)[NH:7][CH:6]=[C:5]2[CH:14]1[CH2:19][CH2:18][S:17](=[O:21])(=[O:20])[C:16]([CH3:23])([CH3:22])[CH2:15]1.O1[CH2:29][CH2:28]OCC1.C([O-])([O-])=O.[K+].[K+]. The catalyst is C1C=CC(P(C2C=CC=CC=2)[C-]2C=CC=C2)=CC=1.C1C=CC(P(C2C=CC=CC=2)[C-]2C=CC=C2)=CC=1.Cl[Pd]Cl.[Fe+2].O. The product is [CH3:22][C:16]1([CH3:23])[CH2:15][CH:14]([C:5]2[C:4]3[C:8](=[C:9]([C:11]([NH2:13])=[O:12])[CH:10]=[C:2]([C:29]4[CH:28]=[CH:9][CH:10]=[CH:2][CH:3]=4)[CH:3]=3)[NH:7][CH:6]=2)[CH2:19][CH2:18][S:17]1(=[O:21])=[O:20]. The yield is 0.180. (6) The reactants are [C:1]([O:5][C:6]([N:8]1[CH2:13][CH2:12][N:11]([CH2:14][C:15]2[CH:20]=[CH:19][CH:18]=[CH:17][N:16]=2)[CH2:10][CH2:9]1)=[O:7])([CH3:4])([CH3:3])[CH3:2].N1C=CC=CC=1CN1CCNCC1.[Li]CCCC.[CH2:39]([O:41][CH:42]=[C:43]([C:49]([O:51][CH2:52][CH3:53])=[O:50])[C:44]([O:46][CH2:47][CH3:48])=[O:45])[CH3:40]. The catalyst is C1COCC1.O. The product is [CH2:52]([O:51][C:49](=[O:50])[CH:43]([CH:42]([O:41][CH2:39][CH3:40])[CH:14]([N:11]1[CH2:12][CH2:13][N:8]([C:6]([O:5][C:1]([CH3:4])([CH3:2])[CH3:3])=[O:7])[CH2:9][CH2:10]1)[C:15]1[CH:20]=[CH:19][CH:18]=[CH:17][N:16]=1)[C:44]([O:46][CH2:47][CH3:48])=[O:45])[CH3:53]. The yield is 0.670. (7) The reactants are [F:1][C:2]1[CH:3]=[C:4]([CH:16]=[C:17]([F:19])[CH:18]=1)[CH2:5][CH:6]1[CH2:11][CH:10]([C:12]([O:14][CH3:15])=[O:13])[CH2:9][CH2:8][NH:7]1.CCN(C(C)C)C(C)C.[C:29](Cl)(=[O:32])[O:30][CH3:31]. The catalyst is C(Cl)Cl. The product is [F:1][C:2]1[CH:3]=[C:4]([CH:16]=[C:17]([F:19])[CH:18]=1)[CH2:5][CH:6]1[CH2:11][CH:10]([C:12]([O:14][CH3:15])=[O:13])[CH2:9][CH2:8][N:7]1[C:29]([O:30][CH3:31])=[O:32]. The yield is 0.990. (8) The reactants are [OH:1][C:2]1[C:9]([O:10][CH3:11])=[CH:8][C:5]([CH:6]=[O:7])=[CH:4][C:3]=1[O:12][CH3:13].C([O-])([O-])=O.[Cs+].[Cs+].Br[CH2:21][CH2:22][CH2:23][CH3:24].O. The catalyst is CN(C=O)C. The product is [CH2:21]([O:1][C:2]1[C:3]([O:12][CH3:13])=[CH:4][C:5]([CH:6]=[O:7])=[CH:8][C:9]=1[O:10][CH3:11])[CH2:22][CH2:23][CH3:24]. The yield is 0.960. (9) The reactants are [Cl:1][C:2]1[CH:10]=[C:6]([C:7]([OH:9])=O)[C:5]([OH:11])=[CH:4][CH:3]=1.[NH2:12][C:13]1[S:14][C:15]([C:22]#[N:23])=[C:16]([C:18]([CH3:21])([CH3:20])[CH3:19])[N:17]=1. No catalyst specified. The product is [Cl:1][C:2]1[CH:3]=[CH:4][C:5]([OH:11])=[C:6]([CH:10]=1)[C:7]([NH:12][C:13]1[S:14][C:15]([C:22]#[N:23])=[C:16]([C:18]([CH3:19])([CH3:21])[CH3:20])[N:17]=1)=[O:9]. The yield is 0.634.